Dataset: Reaction yield outcomes from USPTO patents with 853,638 reactions. Task: Predict the reaction yield, written as a fraction of the theoretical maximum amount of product (1.0 means a 100% yield; for example, 0.34 means a 34% yield). (1) The reactants are Br[C:2]1[O:3][CH:4]=[C:5]([C:7]([NH:9][C@@H:10]([CH3:27])[CH2:11][N:12]2[CH:16]=[CH:15][C:14]([C:17]3[CH:22]=[CH:21][C:20]([C:23]#[N:24])=[C:19]([Cl:25])[C:18]=3[CH3:26])=[N:13]2)=[O:8])[N:6]=1.[CH3:28][O:29][CH2:30][CH2:31][NH2:32]. The catalyst is N1C=CC=CC=1. The product is [Cl:25][C:19]1[C:18]([CH3:26])=[C:17]([C:14]2[CH:15]=[CH:16][N:12]([CH2:11][C@@H:10]([NH:9][C:7]([C:5]3[N:6]=[C:2]([NH:32][CH2:31][CH2:30][O:29][CH3:28])[O:3][CH:4]=3)=[O:8])[CH3:27])[N:13]=2)[CH:22]=[CH:21][C:20]=1[C:23]#[N:24]. The yield is 0.157. (2) The reactants are Br[C:2]1[CH:7]=[CH:6][C:5]([O:8][CH3:9])=[C:4]([CH:10]([CH3:12])[CH3:11])[C:3]=1[CH3:13].[Li]CCCC.[CH3:19][O:20][C:21]1[CH:28]=[CH:27][C:24]([CH:25]=[O:26])=[C:23]([CH3:29])[CH:22]=1. The catalyst is C1COCC1. The product is [CH3:9][O:8][C:5]1[CH:6]=[CH:7][C:2]([CH:25]([C:24]2[CH:27]=[CH:28][C:21]([O:20][CH3:19])=[CH:22][C:23]=2[CH3:29])[OH:26])=[C:3]([CH3:13])[C:4]=1[CH:10]([CH3:12])[CH3:11]. The yield is 1.00. (3) The reactants are [CH2:1]([O:8][C:9]([N:11]1[CH2:16][CH2:15][CH:14]([C:17]([C:19]([OH:21])=[O:20])=[CH2:18])[CH2:13][CH2:12]1)=[O:10])[C:2]1[CH:7]=[CH:6][CH:5]=[CH:4][CH:3]=1.[C:22]([OH:25])(=[S:24])[CH3:23]. The yield is 0.950. The product is [CH2:1]([O:8][C:9]([N:11]1[CH2:12][CH2:13][CH:14]([CH:17]([C:19]([OH:21])=[O:20])[CH2:18][S:24][C:22](=[O:25])[CH3:23])[CH2:15][CH2:16]1)=[O:10])[C:2]1[CH:3]=[CH:4][CH:5]=[CH:6][CH:7]=1. No catalyst specified. (4) The reactants are I[C:2]1[N:3]=[CH:4][NH:5][CH:6]=1.[C:7]([O:13][CH2:14][C:15]1[CH:20]=[CH:19][CH:18]=[CH:17][CH:16]=1)(=[O:12])[CH2:8][CH2:9][C:10]#[CH:11].C(N(CC)CC)C. The catalyst is CN(C)C=O.O.Cl[Pd](Cl)([P](C1C=CC=CC=1)(C1C=CC=CC=1)C1C=CC=CC=1)[P](C1C=CC=CC=1)(C1C=CC=CC=1)C1C=CC=CC=1.[Cu]I. The product is [NH:3]1[C:2]([C:11]#[C:10][CH2:9][CH2:8][C:7]([O:13][CH2:14][C:15]2[CH:20]=[CH:19][CH:18]=[CH:17][CH:16]=2)=[O:12])=[CH:6][N:5]=[CH:4]1. The yield is 0.690. (5) The reactants are [C:1]([C:5]1[CH:9]=[C:8]([NH:10][C:11](=[O:19])OC2C=CC=CC=2)[N:7]([C:20]2[CH:25]=[CH:24][CH:23]=[CH:22][CH:21]=2)[N:6]=1)([CH3:4])([CH3:3])[CH3:2].[CH3:26][O:27][C:28]1[CH:29]=[C:30]2[C:35](=[CH:36][C:37]=1[O:38][CH3:39])[N:34]=[CH:33][N:32]=[C:31]2[O:40][C:41]1[C:42]([CH3:48])=[C:43]([CH:45]=[CH:46][CH:47]=1)[NH2:44]. No catalyst specified. The product is [C:1]([C:5]1[CH:9]=[C:8]([NH:10][C:11]([NH:44][C:43]2[CH:45]=[CH:46][CH:47]=[C:41]([O:40][C:31]3[C:30]4[C:35](=[CH:36][C:37]([O:38][CH3:39])=[C:28]([O:27][CH3:26])[CH:29]=4)[N:34]=[CH:33][N:32]=3)[C:42]=2[CH3:48])=[O:19])[N:7]([C:20]2[CH:21]=[CH:22][CH:23]=[CH:24][CH:25]=2)[N:6]=1)([CH3:2])([CH3:3])[CH3:4]. The yield is 0.640. (6) The reactants are [Si](O[CH2:9][CH2:10][C:11]([C:14]1[NH:15][C:16]2[C:21]([CH:22]=1)=[CH:20][C:19]([N+:23]([O-:25])=[O:24])=[C:18]([F:26])[CH:17]=2)([CH3:13])[CH3:12])(C(C)(C)C)(C)C.CC1C=CC(S(OC[C@@H]2COC(C)(C)O2)(=O)=O)=CC=1.C([O-])([O-])=O.[Cs+].[Cs+]. The catalyst is CN(C=O)C. The product is [F:26][C:18]1[C:19]([N+:23]([O-:25])=[O:24])=[CH:20][C:21]2[CH:22]=[C:14]3[C:11]([CH3:13])([CH3:12])[CH2:10][CH2:9][N:15]3[C:16]=2[CH:17]=1. The yield is 0.480.